The task is: Predict which catalyst facilitates the given reaction.. This data is from Catalyst prediction with 721,799 reactions and 888 catalyst types from USPTO. Reactant: [F:1][C:2]1[CH:7]=[CH:6][C:5]([C@H:8]([NH:10][C@H:11]2[CH2:15][CH2:14][C@@H:13]([C:16]3[CH:25]=[CH:24][C:19]([C:20]([O:22]C)=[O:21])=[CH:18][CH:17]=3)[CH2:12]2)[CH3:9])=[CH:4][C:3]=1[O:26][CH3:27].[OH-].[Na+]. Product: [F:1][C:2]1[CH:7]=[CH:6][C:5]([C@H:8]([NH:10][C@H:11]2[CH2:15][CH2:14][C@@H:13]([C:16]3[CH:17]=[CH:18][C:19]([C:20]([OH:22])=[O:21])=[CH:24][CH:25]=3)[CH2:12]2)[CH3:9])=[CH:4][C:3]=1[O:26][CH3:27]. The catalyst class is: 5.